Dataset: Forward reaction prediction with 1.9M reactions from USPTO patents (1976-2016). Task: Predict the product of the given reaction. (1) Given the reactants [C:1]([O:5][C:6]([NH:8][CH2:9][C@H:10]1[CH2:15][CH2:14][C@H:13]([C:16]([NH:18][C@H:19]([C:38](=[O:51])[NH:39][C:40]2[CH:45]=[CH:44][C:43]([C:46]3[N:47]=[N:48][NH:49][N:50]=3)=[CH:42][CH:41]=2)[CH2:20][C:21]2[CH:26]=[CH:25][C:24]([C:27]3[CH:32]=[CH:31][C:30]([C:33](O)=[O:34])=[C:29]([CH3:36])[C:28]=3[CH3:37])=[CH:23][CH:22]=2)=[O:17])[CH2:12][CH2:11]1)=[O:7])([CH3:4])([CH3:3])[CH3:2].[NH2:52][CH:53]1[CH2:58][CH2:57][N:56]([C:59]([O:61][C:62]([CH3:65])([CH3:64])[CH3:63])=[O:60])[CH2:55][CH2:54]1.C(N(CC)C(C)C)(C)C.F[P-](F)(F)(F)(F)F.CN(C(N(C)C)=[N+]1C2C(=NC=CC=2)[N+]([O-])=N1)C, predict the reaction product. The product is: [C:1]([O:5][C:6]([NH:8][CH2:9][C@H:10]1[CH2:15][CH2:14][C@H:13]([C:16]([NH:18][C@H:19]([C:38](=[O:51])[NH:39][C:40]2[CH:45]=[CH:44][C:43]([C:46]3[N:47]=[N:48][NH:49][N:50]=3)=[CH:42][CH:41]=2)[CH2:20][C:21]2[CH:26]=[CH:25][C:24]([C:27]3[CH:32]=[CH:31][C:30]([C:33]([NH:52][CH:53]4[CH2:54][CH2:55][N:56]([C:59]([O:61][C:62]([CH3:65])([CH3:64])[CH3:63])=[O:60])[CH2:57][CH2:58]4)=[O:34])=[C:29]([CH3:36])[C:28]=3[CH3:37])=[CH:23][CH:22]=2)=[O:17])[CH2:12][CH2:11]1)=[O:7])([CH3:4])([CH3:2])[CH3:3]. (2) Given the reactants [CH3:1][N:2]1[CH:6]=[C:5]([C:7]2[CH:12]=[C:11]([O:13][C:14]3[CH:15]=[CH:16][C:17]([NH2:20])=[N:18][CH:19]=3)[CH:10]=[CH:9][N:8]=2)[CH:4]=[N:3]1.N1C=CC=CC=1.[CH3:27][O:28][CH2:29][CH2:30][CH2:31][N:32]1[CH2:36][CH2:35][N:34]([C:37](Cl)=[O:38])[C:33]1=[O:40].O, predict the reaction product. The product is: [CH3:27][O:28][CH2:29][CH2:30][CH2:31][N:32]1[CH2:36][CH2:35][N:34]([C:37]([NH:20][C:17]2[CH:16]=[CH:15][C:14]([O:13][C:11]3[CH:10]=[CH:9][N:8]=[C:7]([C:5]4[CH:4]=[N:3][N:2]([CH3:1])[CH:6]=4)[CH:12]=3)=[CH:19][N:18]=2)=[O:38])[C:33]1=[O:40]. (3) The product is: [N:4]1[NH:3][N:2]=[N:1][C:5]=1[C:6]1[CH:7]=[C:8]([NH:16][C:17](=[O:45])[CH2:18][C:19]2[CH:24]=[CH:23][C:22]([C:25]3[CH:30]=[C:29]([O:31][CH2:32][CH3:33])[C:28](=[O:34])[NH:27][CH:26]=3)=[CH:21][C:20]=2[F:44])[CH:9]=[C:10]([C:12]([F:14])([F:13])[F:15])[CH:11]=1. Given the reactants [N:1]1[NH:2][N:3]=[N:4][C:5]=1[C:6]1[CH:7]=[C:8]([NH:16][C:17](=[O:45])[CH2:18][C:19]2[CH:24]=[CH:23][C:22]([C:25]3[CH:26]=[N:27][C:28]([O:34]CC4C=CC(OC)=CC=4)=[C:29]([O:31][CH2:32][CH3:33])[CH:30]=3)=[CH:21][C:20]=2[F:44])[CH:9]=[C:10]([C:12]([F:15])([F:14])[F:13])[CH:11]=1.C(O)(C(F)(F)F)=O, predict the reaction product. (4) Given the reactants [CH:1]1[C:6]([C:7]2[C:16](=[O:17])[C:15]3[CH:14]=[CH:13][C:12]([O:18][C@@H]4O[C@H](CO)[C@@H](O)[C@H](O)[C@H]4O)=[CH:11][C:10]=3[O:9][CH:8]=2)=[CH:5][CH:4]=[C:3]([OH:30])[CH:2]=1.C([OH:33])C, predict the reaction product. The product is: [OH:33][C:2]1[CH:1]=[C:6]([CH:5]=[CH:4][C:3]=1[OH:30])[C:7]1[C:16](=[O:17])[C:15]2[C:10](=[CH:11][C:12]([OH:18])=[CH:13][CH:14]=2)[O:9][CH:8]=1. (5) Given the reactants [OH:1][CH2:2][C:3]([NH:5][CH2:6][C@H:7]1[O:12][CH2:11][CH2:10][NH:9][CH2:8]1)=[O:4].F[C:14]1[CH:19]=[C:18]([C:20]2[C:21]([CH3:39])=[N:22][CH:23]=[C:24]([NH:26][C:27](=[O:38])[C:28]3[CH:33]=[CH:32][CH:31]=[C:30]([C:34]([F:37])([F:36])[F:35])[CH:29]=3)[CH:25]=2)[CH:17]=[CH:16][N:15]=1.C(=O)([O-])[O-].[K+].[K+], predict the reaction product. The product is: [OH:1][CH2:2][C:3]([NH:5][CH2:6][C@@H:7]1[CH2:8][N:9]([C:16]2[CH:17]=[C:18]([C:20]3[C:21]([CH3:39])=[N:22][CH:23]=[C:24]([NH:26][C:27](=[O:38])[C:28]4[CH:33]=[CH:32][CH:31]=[C:30]([C:34]([F:35])([F:36])[F:37])[CH:29]=4)[CH:25]=3)[CH:19]=[CH:14][N:15]=2)[CH2:10][CH2:11][O:12]1)=[O:4]. (6) Given the reactants [CH3:1][CH2:2][C:3]1[CH:4]=[CH:5][C:6]([CH2:9][CH2:10][O:11][C:12]2[CH:13]=[CH:14][C:15]([CH2:18]C3SC(=O)NC3=O)=[CH:16][CH:17]=2)=[N:7][CH:8]=1.C(C1C=CC(CC[OH:36])=NC=1)C.C1(C)C=CC(S(Cl)(=O)=O)=CC=1.[OH-].[Na+].OC1C=CC(C=O)=CC=1, predict the reaction product. The product is: [CH2:2]([C:3]1[CH:4]=[CH:5][C:6]([CH2:9][CH2:10][O:11][C:12]2[CH:17]=[CH:16][C:15]([CH:18]=[O:36])=[CH:14][CH:13]=2)=[N:7][CH:8]=1)[CH3:1]. (7) Given the reactants Br[C:2]1[CH:7]=[C:6]([C:8]([F:11])([F:10])[F:9])[CH:5]=[C:4]([C:12]([F:15])([F:14])[F:13])[CH:3]=1.CCCCCCCCCCCCCCCC(OCC(OC(CCCCCCCCCCCCCCC)=O)COP(OCC(O)CO)(O)=O)=O.[CH3:65][NH:66][C:67]1[CH:68]=[C:69]2[C:74](=[CH:75][CH:76]=1)[N:73]=[C:72]([N:77]1[CH2:82][CH2:81][O:80][CH2:79][CH2:78]1)[CH:71]=[C:70]2[C:83]1[CH:88]=[CH:87][CH:86]=[CH:85][C:84]=1[CH3:89], predict the reaction product. The product is: [F:13][C:12]([F:15])([F:14])[C:4]1[CH:3]=[C:2]([N:66]([CH3:65])[C:67]2[CH:68]=[C:69]3[C:74](=[CH:75][CH:76]=2)[N:73]=[C:72]([N:77]2[CH2:78][CH2:79][O:80][CH2:81][CH2:82]2)[CH:71]=[C:70]3[C:83]2[CH:88]=[CH:87][CH:86]=[CH:85][C:84]=2[CH3:89])[CH:7]=[C:6]([C:8]([F:11])([F:10])[F:9])[CH:5]=1. (8) Given the reactants [Cl:1][C:2]1[CH:3]=[C:4]([N:11]2[C:20]3[C:15](=[CH:16][C:17]([S:21](OC4C(F)=C(F)C(F)=C(F)C=4F)(=[O:23])=[O:22])=[CH:18][CH:19]=3)[CH:14]=[CH:13][C:12]2=[O:36])[C:5]([O:9][CH3:10])=[N:6][C:7]=1[Cl:8].[NH2:37][C:38]1[CH:42]=[CH:41][O:40][N:39]=1.C[Si]([N-][Si](C)(C)C)(C)C.[Li+].Cl, predict the reaction product. The product is: [Cl:1][C:2]1[CH:3]=[C:4]([N:11]2[C:20]3[C:15](=[CH:16][C:17]([S:21]([NH:37][C:38]4[CH:42]=[CH:41][O:40][N:39]=4)(=[O:22])=[O:23])=[CH:18][CH:19]=3)[CH:14]=[CH:13][C:12]2=[O:36])[C:5]([O:9][CH3:10])=[N:6][C:7]=1[Cl:8].